From a dataset of Catalyst prediction with 721,799 reactions and 888 catalyst types from USPTO. Predict which catalyst facilitates the given reaction. (1) Reactant: [CH3:1][O:2][C:3](=[O:10])[CH:4]([CH3:9])[CH2:5][CH2:6][CH2:7]Br.Cl.[O:12]1[CH2:18][CH2:17][CH2:16][NH:15][CH2:14][CH2:13]1.C(N(CC)CC)C.[I-].[Na+]. Product: [CH3:1][O:2][C:3](=[O:10])[CH:4]([CH3:9])[CH2:5][CH2:6][CH2:7][N:15]1[CH2:16][CH2:17][CH2:18][O:12][CH2:13][CH2:14]1. The catalyst class is: 131. (2) Reactant: [C:1]([O:5][C:6]([N:8]1[CH:15]2[CH:11]([C:12]([C:16]#[C:17][Si](C)(C)C)=[N:13][O:14]2)[CH2:10][CH2:9]1)=[O:7])([CH3:4])([CH3:3])[CH3:2].C([O-])([O-])=O.[K+].[K+].O. Product: [C:1]([O:5][C:6]([N:8]1[CH:15]2[CH:11]([C:12]([C:16]#[CH:17])=[N:13][O:14]2)[CH2:10][CH2:9]1)=[O:7])([CH3:4])([CH3:3])[CH3:2]. The catalyst class is: 5. (3) Reactant: C(OC(=O)[NH:7][C:8]1[CH:9]=[N:10][C:11]2[C:16]([C:17]=1[Br:18])=[CH:15][C:14]([O:19][CH3:20])=[CH:13][CH:12]=2)(C)(C)C.FC(F)(F)C(O)=O. Product: [NH2:7][C:8]1[CH:9]=[N:10][C:11]2[C:16]([C:17]=1[Br:18])=[CH:15][C:14]([O:19][CH3:20])=[CH:13][CH:12]=2. The catalyst class is: 2. (4) Reactant: C1(P(C2C=CC=CC=2)C2C=CC=CC=2)C=CC=CC=1.[C:20]([C:22]1[S:23][C:24]([CH2:27][N:28]=[N+]=[N-])=[CH:25][CH:26]=1)#[N:21]. Product: [C:20]([C:22]1[S:23][C:24]([CH2:27][NH2:28])=[CH:25][CH:26]=1)#[N:21]. The catalyst class is: 20.